This data is from Aqueous solubility values for 9,982 compounds from the AqSolDB database. The task is: Regression/Classification. Given a drug SMILES string, predict its absorption, distribution, metabolism, or excretion properties. Task type varies by dataset: regression for continuous measurements (e.g., permeability, clearance, half-life) or binary classification for categorical outcomes (e.g., BBB penetration, CYP inhibition). For this dataset (solubility_aqsoldb), we predict Y. (1) The molecule is CC(C)CO. The Y is 0.0400 log mol/L. (2) The drug is CC(C)(C)c1cc(C(=O)O)c(O)c(C(C)(C)C)c1.Cl.O.[Zn]. The Y is -4.87 log mol/L. (3) The molecule is CC(=O)OC(C)(C)Cc1ccccc1. The Y is -2.39 log mol/L. (4) The drug is CC(C)(OO)c1ccccc1. The Y is -1.04 log mol/L. (5) The molecule is CCC(C)(C)c1ccc(O)c(C(C)(C)CC)c1. The Y is -4.89 log mol/L. (6) The molecule is CC(=O)C1(O)CCC2C3CCC4=CC(=O)CCC4(C)C3CCC21C. The Y is -4.71 log mol/L. (7) The compound is CC(C(=O)O)c1ccc(N2Cc3ccccc3C2=O)cc1. The Y is -4.72 log mol/L.